From a dataset of Catalyst prediction with 721,799 reactions and 888 catalyst types from USPTO. Predict which catalyst facilitates the given reaction. (1) Reactant: [F:1][C:2]1([F:30])[CH2:7][CH2:6][N:5]([C:8]([C:10]2[NH:11][C:12]3[C:17]([CH:18]=2)=[CH:16][C:15]([C:19]([N:21]2[CH2:26][CH2:25][N:24]([CH:27]([CH3:29])[CH3:28])[CH2:23][CH2:22]2)=[O:20])=[CH:14][CH:13]=3)=[O:9])[CH2:4][CH2:3]1.[Cl:31][C:32]1[CH:33]=[C:34](B(O)O)[CH:35]=[CH:36][CH:37]=1.N1C=CC=CC=1. Product: [Cl:31][C:32]1[CH:37]=[C:36]([N:11]2[C:12]3[C:17](=[CH:16][C:15]([C:19]([N:21]4[CH2:22][CH2:23][N:24]([CH:27]([CH3:28])[CH3:29])[CH2:25][CH2:26]4)=[O:20])=[CH:14][CH:13]=3)[CH:18]=[C:10]2[C:8]([N:5]2[CH2:6][CH2:7][C:2]([F:1])([F:30])[CH2:3][CH2:4]2)=[O:9])[CH:35]=[CH:34][CH:33]=1. The catalyst class is: 221. (2) Reactant: [Cl:1][C:2]1[CH:3]=[CH:4][C:5]([NH:8][C:9]([C:11]2[CH:36]=[CH:35][C:14]([O:15][C:16]3[CH:25]=[C:24]4[C:19]([CH:20]([C:26]([O:28]C(C)(C)C)=[O:27])[CH2:21][CH2:22][O:23]4)=[CH:18][C:17]=3[C:33]#[N:34])=[CH:13][CH:12]=2)=[O:10])=[N:6][CH:7]=1. Product: [Cl:1][C:2]1[CH:3]=[CH:4][C:5]([NH:8][C:9]([C:11]2[CH:12]=[CH:13][C:14]([O:15][C:16]3[CH:25]=[C:24]4[C:19]([CH:20]([C:26]([OH:28])=[O:27])[CH2:21][CH2:22][O:23]4)=[CH:18][C:17]=3[C:33]#[N:34])=[CH:35][CH:36]=2)=[O:10])=[N:6][CH:7]=1. The catalyst class is: 157.